Dataset: NCI-60 drug combinations with 297,098 pairs across 59 cell lines. Task: Regression. Given two drug SMILES strings and cell line genomic features, predict the synergy score measuring deviation from expected non-interaction effect. (1) Drug 1: CC1=CC=C(C=C1)C2=CC(=NN2C3=CC=C(C=C3)S(=O)(=O)N)C(F)(F)F. Drug 2: C1=NC2=C(N=C(N=C2N1C3C(C(C(O3)CO)O)F)Cl)N. Cell line: HS 578T. Synergy scores: CSS=5.56, Synergy_ZIP=1.79, Synergy_Bliss=-1.63, Synergy_Loewe=-7.24, Synergy_HSA=0.332. (2) Drug 1: COC1=CC(=CC(=C1O)OC)C2C3C(COC3=O)C(C4=CC5=C(C=C24)OCO5)OC6C(C(C7C(O6)COC(O7)C8=CC=CS8)O)O. Drug 2: CCC1=C2CN3C(=CC4=C(C3=O)COC(=O)C4(CC)O)C2=NC5=C1C=C(C=C5)O. Cell line: HCT116. Synergy scores: CSS=63.6, Synergy_ZIP=-3.22, Synergy_Bliss=-3.27, Synergy_Loewe=-0.982, Synergy_HSA=1.46. (3) Drug 1: CS(=O)(=O)CCNCC1=CC=C(O1)C2=CC3=C(C=C2)N=CN=C3NC4=CC(=C(C=C4)OCC5=CC(=CC=C5)F)Cl. Cell line: U251. Synergy scores: CSS=22.9, Synergy_ZIP=-1.18, Synergy_Bliss=-3.18, Synergy_Loewe=-27.8, Synergy_HSA=-3.03. Drug 2: CN(CC1=CN=C2C(=N1)C(=NC(=N2)N)N)C3=CC=C(C=C3)C(=O)NC(CCC(=O)O)C(=O)O. (4) Drug 1: CNC(=O)C1=CC=CC=C1SC2=CC3=C(C=C2)C(=NN3)C=CC4=CC=CC=N4. Drug 2: CC12CCC3C(C1CCC2=O)CC(=C)C4=CC(=O)C=CC34C. Cell line: NCI-H522. Synergy scores: CSS=29.7, Synergy_ZIP=0.817, Synergy_Bliss=2.26, Synergy_Loewe=-4.60, Synergy_HSA=2.71. (5) Drug 1: CC(C1=C(C=CC(=C1Cl)F)Cl)OC2=C(N=CC(=C2)C3=CN(N=C3)C4CCNCC4)N. Drug 2: C1CN(P(=O)(OC1)NCCCl)CCCl. Cell line: SF-295. Synergy scores: CSS=15.4, Synergy_ZIP=-2.40, Synergy_Bliss=0.969, Synergy_Loewe=-46.0, Synergy_HSA=1.66. (6) Drug 1: C1C(C(OC1N2C=NC3=C(N=C(N=C32)Cl)N)CO)O. Drug 2: CC1=C(C=C(C=C1)C(=O)NC2=CC(=CC(=C2)C(F)(F)F)N3C=C(N=C3)C)NC4=NC=CC(=N4)C5=CN=CC=C5. Cell line: EKVX. Synergy scores: CSS=0.715, Synergy_ZIP=0.625, Synergy_Bliss=2.42, Synergy_Loewe=-3.66, Synergy_HSA=-3.74.